From a dataset of Reaction yield outcomes from USPTO patents with 853,638 reactions. Predict the reaction yield, written as a fraction of the theoretical maximum amount of product (1.0 means a 100% yield; for example, 0.34 means a 34% yield). (1) The reactants are FC(F)(F)S(O[C:7]1[CH:16]=[CH:15][C:14]2[C:13](=[O:17])[CH2:12][CH2:11][CH2:10][C:9]=2[CH:8]=1)(=O)=O.[CH3:20][C:21]1[CH:22]=[C:23]([SH:27])[CH:24]=[CH:25][CH:26]=1.CCN(C(C)C)C(C)C. The catalyst is O1CCOCC1.C1C=CC(/C=C/C(/C=C/C2C=CC=CC=2)=O)=CC=1.C1C=CC(/C=C/C(/C=C/C2C=CC=CC=2)=O)=CC=1.C1C=CC(/C=C/C(/C=C/C2C=CC=CC=2)=O)=CC=1.[Pd].[Pd].CC1(C)C2C(=C(P(C3C=CC=CC=3)C3C=CC=CC=3)C=CC=2)OC2C(P(C3C=CC=CC=3)C3C=CC=CC=3)=CC=CC1=2. The product is [CH3:20][C:21]1[CH:22]=[C:23]([S:27][C:7]2[CH:8]=[C:9]3[C:14](=[CH:15][CH:16]=2)[C:13](=[O:17])[CH2:12][CH2:11][CH2:10]3)[CH:24]=[CH:25][CH:26]=1. The yield is 1.00. (2) The reactants are [CH3:1][O:2][C:3]1[CH:12]=[C:11]2[C:6]([CH2:7][CH2:8][C:9](=[O:15])[C:10]2([CH3:14])[CH3:13])=[CH:5][CH:4]=1.I[C:17]1[CH:22]=[CH:21][N:20]=[CH:19][C:18]=1[O:23][CH2:24][O:25][CH3:26].CC(C)([O-])C.[Na+].COC1C=CC=C(OC)C=1C1C=CC=CC=1P(C1CCCCC1)C1CCCCC1. The catalyst is C(OCC)(=O)C.C1C=CC(/C=C/C(/C=C/C2C=CC=CC=2)=O)=CC=1.C1C=CC(/C=C/C(/C=C/C2C=CC=CC=2)=O)=CC=1.C1C=CC(/C=C/C(/C=C/C2C=CC=CC=2)=O)=CC=1.[Pd].[Pd].C1(C)C=CC=CC=1. The product is [CH3:1][O:2][C:3]1[CH:12]=[C:11]2[C:6]([CH2:7][CH:8]([C:17]3[CH:22]=[CH:21][N:20]=[CH:19][C:18]=3[O:23][CH2:24][O:25][CH3:26])[C:9](=[O:15])[C:10]2([CH3:13])[CH3:14])=[CH:5][CH:4]=1. The yield is 0.470. (3) The reactants are O[CH2:2][CH2:3][CH2:4][CH2:5][NH:6][C:7](=[O:13])[O:8][C:9]([CH3:12])([CH3:11])[CH3:10].C1(P(C2C=CC=CC=2)C2C=CC=CC=2)C=CC=CC=1.C(Br)(Br)(Br)[Br:34]. The catalyst is ClCCl. The product is [Br:34][CH2:2][CH2:3][CH2:4][CH2:5][NH:6][C:7](=[O:13])[O:8][C:9]([CH3:12])([CH3:11])[CH3:10]. The yield is 0.633. (4) The reactants are [Na].[Br:2][C:3]1[CH:4]=[CH:5][C:6]([NH2:10])=[N:7][C:8]=1Br.[CH3:11][OH:12]. No catalyst specified. The product is [Br:2][C:3]1[CH:4]=[CH:5][C:6]([NH2:10])=[N:7][C:8]=1[O:12][CH3:11]. The yield is 0.820. (5) The reactants are [N:1]([CH:4]([C:6]1[CH:11]=[CH:10][C:9]([F:12])=[CH:8][N:7]=1)[CH3:5])=[N+]=[N-]. The catalyst is CO.[Pd]. The product is [F:12][C:9]1[CH:10]=[CH:11][C:6]([CH:4]([NH2:1])[CH3:5])=[N:7][CH:8]=1. The yield is 0.990. (6) The reactants are Cl.[NH:2]1[C@H:6]([C:7]([O:9][CH2:10][C:11]2[CH:16]=[CH:15][CH:14]=[CH:13][CH:12]=2)=[O:8])[CH2:5][C@@H:4]2[CH2:17][CH2:18][CH2:19][C@H:3]12.[CH:20]1[C:32]2[CH:31]([CH2:33][O:34][C:35](Cl)=[O:36])[C:30]3[C:25](=[CH:26][CH:27]=[CH:28][CH:29]=3)[C:24]=2[CH:23]=[CH:22][CH:21]=1. The catalyst is CC#N. The product is [N:2]1([C:35]([O:34][CH2:33][CH:31]2[C:30]3[CH:29]=[CH:28][CH:27]=[CH:26][C:25]=3[C:24]3[C:32]2=[CH:20][CH:21]=[CH:22][CH:23]=3)=[O:36])[C@H:6]([C:7]([O:9][CH2:10][C:11]2[CH:16]=[CH:15][CH:14]=[CH:13][CH:12]=2)=[O:8])[CH2:5][C@@H:4]2[CH2:17][CH2:18][CH2:19][C@H:3]12. The yield is 1.00. (7) The reactants are [CH2:1]([C:3]1[C:8](=[O:9])[NH:7][C:6]([CH3:10])=[C:5]([C:11]2[S:15][C:14]([S:16](Cl)(=[O:18])=[O:17])=[CH:13][CH:12]=2)[CH:4]=1)[CH3:2].Cl.[C:21]1([C:27]([CH:29]2[CH2:34][CH2:33][NH:32][CH2:31][CH2:30]2)=[O:28])[CH:26]=[CH:25][CH:24]=[CH:23][CH:22]=1. The product is [C:27]([CH:29]1[CH2:34][CH2:33][N:32]([S:16]([C:14]2[S:15][C:11]([C:5]3[CH:4]=[C:3]([CH2:1][CH3:2])[C:8](=[O:9])[NH:7][C:6]=3[CH3:10])=[CH:12][CH:13]=2)(=[O:18])=[O:17])[CH2:31][CH2:30]1)(=[O:28])[C:21]1[CH:26]=[CH:25][CH:24]=[CH:23][CH:22]=1. The yield is 0.850. No catalyst specified. (8) The reactants are [CH3:1][O:2][C:3]1[C:4]([CH3:34])=[C:5]([C:25]([O:32][CH3:33])=[C:26]([O:30][CH3:31])[C:27]=1[O:28][CH3:29])[CH2:6][C:7]1[CH:8]=[CH:9][C:10]([O:17][CH2:18][C:19]2[CH:24]=[CH:23][N:22]=[CH:21][CH:20]=2)=[C:11]([CH:16]=1)[C:12]([O:14]C)=[O:13].Cl. The catalyst is [OH-].[Na+].O1CCOCC1.O. The product is [CH3:1][O:2][C:3]1[C:4]([CH3:34])=[C:5]([C:25]([O:32][CH3:33])=[C:26]([O:30][CH3:31])[C:27]=1[O:28][CH3:29])[CH2:6][C:7]1[CH:8]=[CH:9][C:10]([O:17][CH2:18][C:19]2[CH:20]=[CH:21][N:22]=[CH:23][CH:24]=2)=[C:11]([CH:16]=1)[C:12]([OH:14])=[O:13]. The yield is 0.860. (9) The reactants are [CH2:1]=[C:2]1[O:6][C:4](=[O:5])[CH2:3]1.[C:7]1([NH:13][C:14]2[CH:19]=[CH:18][C:17]([NH2:20])=[CH:16][CH:15]=2)[CH:12]=[CH:11][CH:10]=[CH:9][CH:8]=1. The catalyst is C(O)(=O)C. The product is [O:6]=[C:2]([CH3:1])[CH2:3][C:4]([NH:20][C:17]1[CH:16]=[CH:15][C:14]([NH:13][C:7]2[CH:12]=[CH:11][CH:10]=[CH:9][CH:8]=2)=[CH:19][CH:18]=1)=[O:5]. The yield is 0.920. (10) The reactants are [CH3:1][C:2]1[O:3][C:4]2[C:13]3[C:12](=[CH:14][CH2:15][NH:16][C:17](=[O:19])[CH3:18])[CH2:11][CH2:10][C:9]=3[CH:8]=[CH:7][C:5]=2[N:6]=1.S(=O)(=O)(O)O.C(=O)([O-])O.[Na+]. The catalyst is C1(C)C=CC=CC=1. The product is [CH3:1][C:2]1[O:3][C:4]2[C:13]3[C:12]([CH2:14][CH2:15][NH:16][C:17](=[O:19])[CH3:18])=[CH:11][CH2:10][C:9]=3[CH:8]=[CH:7][C:5]=2[N:6]=1. The yield is 0.630.